Dataset: Peptide-MHC class I binding affinity with 185,985 pairs from IEDB/IMGT. Task: Regression. Given a peptide amino acid sequence and an MHC pseudo amino acid sequence, predict their binding affinity value. This is MHC class I binding data. (1) The peptide sequence is FWGLVHRER. The MHC is HLA-A33:01 with pseudo-sequence HLA-A33:01. The binding affinity (normalized) is 0.724. (2) The peptide sequence is VTDNNRSFY. The MHC is HLA-A23:01 with pseudo-sequence HLA-A23:01. The binding affinity (normalized) is 0.